From a dataset of Reaction yield outcomes from USPTO patents with 853,638 reactions. Predict the reaction yield, written as a fraction of the theoretical maximum amount of product (1.0 means a 100% yield; for example, 0.34 means a 34% yield). (1) The catalyst is O1CCOCC1.C1C=CC([P]([Pd]([P](C2C=CC=CC=2)(C2C=CC=CC=2)C2C=CC=CC=2)([P](C2C=CC=CC=2)(C2C=CC=CC=2)C2C=CC=CC=2)[P](C2C=CC=CC=2)(C2C=CC=CC=2)C2C=CC=CC=2)(C2C=CC=CC=2)C2C=CC=CC=2)=CC=1.C(OCC)(=O)C. The reactants are Br[C:2]1[C:3]([F:17])=[C:4]2[O:8][C:7]([CH:9]3[CH2:11][CH2:10]3)=[N:6][C:5]2=[C:12]([C:15]#[N:16])[C:13]=1[CH3:14].[F:18][C:19]1[C:24]([F:25])=[CH:23][CH:22]=[CH:21][C:20]=1B(O)O.P([O-])([O-])([O-])=O.[K+].[K+].[K+].[Cl-].[NH4+]. The yield is 0.530. The product is [CH:9]1([C:7]2[O:8][C:4]3[C:5](=[C:12]([C:15]#[N:16])[C:13]([CH3:14])=[C:2]([C:23]4[CH:22]=[CH:21][CH:20]=[C:19]([F:18])[C:24]=4[F:25])[C:3]=3[F:17])[N:6]=2)[CH2:11][CH2:10]1. (2) The product is [CH:1]([S:4]([C:7]1[CH:8]=[C:9]2[C:10](=[C:12]([O:14][C:15]3[CH:20]=[CH:19][C:18]([S:21]([CH3:24])(=[O:23])=[O:22])=[CH:17][CH:16]=3)[CH:13]=1)[NH:11][N:38]=[CH:25]2)(=[O:6])=[O:5])([CH3:3])[CH3:2]. The yield is 0.590. The reactants are [CH:1]([S:4]([C:7]1[CH:13]=[C:12]([O:14][C:15]2[CH:20]=[CH:19][C:18]([S:21]([CH3:24])(=[O:23])=[O:22])=[CH:17][CH:16]=2)[C:10]([NH2:11])=[C:9]([CH3:25])[CH:8]=1)(=[O:6])=[O:5])([CH3:3])[CH3:2].C([O-])(=O)C.[K+].C(OC(=O)C)(=O)C.[N:38](OCCC(C)C)=O. The catalyst is C1(C)C=CC=CC=1.C(OCC)(=O)C.